Dataset: Catalyst prediction with 721,799 reactions and 888 catalyst types from USPTO. Task: Predict which catalyst facilitates the given reaction. (1) Reactant: [CH3:1][N:2]([CH2:4][C:5]1[C:9]2[CH:10]=[CH:11][CH:12]=[N:13][C:8]=2[NH:7][CH:6]=1)[CH3:3].CN(C)C=O.[H-].[Na+].[CH:21]([Si:24](Cl)([CH:28]([CH3:30])[CH3:29])[CH:25]([CH3:27])[CH3:26])([CH3:23])[CH3:22]. Product: [CH3:3][N:2]([CH3:1])[CH2:4][C:5]1[C:9]2[C:8](=[N:13][CH:12]=[CH:11][CH:10]=2)[N:7]([Si:24]([CH:28]([CH3:30])[CH3:29])([CH:25]([CH3:27])[CH3:26])[CH:21]([CH3:23])[CH3:22])[CH:6]=1. The catalyst class is: 6. (2) Reactant: [NH:1]1[C:5]2[CH:6]=[C:7]([N:10]3[CH:14]([C:15]4[CH:20]=[CH:19][CH:18]=[C:17]([F:21])[C:16]=4[F:22])[C:13]([CH3:23])=[C:12]([O:24][CH3:25])[C:11]3=[O:26])[CH:8]=[CH:9][C:4]=2[N:3]=[CH:2]1.C([O-])(=O)C.[NH4+]. Product: [NH:1]1[C:5]2[CH:6]=[C:7]([N:10]3[C@@H:14]([C:15]4[CH:20]=[CH:19][CH:18]=[C:17]([F:21])[C:16]=4[F:22])[C:13]([CH3:23])=[C:12]([O:24][CH3:25])[C:11]3=[O:26])[CH:8]=[CH:9][C:4]=2[N:3]=[CH:2]1. The catalyst class is: 5.